This data is from Forward reaction prediction with 1.9M reactions from USPTO patents (1976-2016). The task is: Predict the product of the given reaction. Given the reactants CC12CC3CC(C)(CC(C4C=C(C56CC7(C)CC(CC(C)(C7)C5)C6)C(O[C:41]5[CH:46]=[CH:45][C:44]([NH2:47])=[C:43]([OH:48])[CH:42]=5)=CC=4O[C:41]4[CH:46]=[CH:45][C:44]([NH2:47])=[C:43]([OH:48])[CH:42]=4)(C3)C1)C2.N1C=CC=C[CH:50]=1.CC12CC3(C45CC6(C)CC(C)(CC(C(Cl)=O)(C6)C4)C5)CC(C)(CC(C(Cl)=O)(C3)C1)C2.C(Cl)(=O)C1C=CC=CC=1, predict the reaction product. The product is: [O:48]1[C:43]2[CH:42]=[CH:41][CH:46]=[CH:45][C:44]=2[N:47]=[CH:50]1.